Dataset: Reaction yield outcomes from USPTO patents with 853,638 reactions. Task: Predict the reaction yield, written as a fraction of the theoretical maximum amount of product (1.0 means a 100% yield; for example, 0.34 means a 34% yield). (1) The reactants are [CH2:1]([S:3]([N:6]1[CH2:11][CH2:10][CH:9]([C:12]2[C:20]3[C:15](=[C:16]([C:38]([NH2:40])=[O:39])[CH:17]=[C:18]([C:21]4[CH:25]=[C:24]([CH2:26][N:27]5[CH2:31][CH2:30][CH2:29][CH:28]5C5C=CC=CC=5)[S:23][CH:22]=4)[CH:19]=3)[NH:14][CH:13]=2)[CH2:8][CH2:7]1)(=[O:5])=[O:4])[CH3:2].C1([CH:47]2CC[CH2:49][NH:48]2)C=CC=CC=1. No catalyst specified. The product is [CH3:47][N:48]([CH3:49])[C@H:29]1[CH2:30][CH2:31][N:27]([CH2:26][C:24]2[S:23][CH:22]=[C:21]([C:18]3[CH:19]=[C:20]4[C:15](=[C:16]([C:38]([NH2:40])=[O:39])[CH:17]=3)[NH:14][CH:13]=[C:12]4[CH:9]3[CH2:8][CH2:7][N:6]([S:3]([CH2:1][CH3:2])(=[O:4])=[O:5])[CH2:11][CH2:10]3)[CH:25]=2)[CH2:28]1. The yield is 0.180. (2) The reactants are Cl[C:2]1[N:7]=[C:6]([C:8]2[CH:13]=[CH:12][CH:11]=[C:10]([Cl:14])[CH:9]=2)[N:5]=[C:4]([CH2:15][CH3:16])[N:3]=1.[NH2:17][C:18]1[CH:25]=[CH:24][C:21]([CH2:22][OH:23])=[CH:20][CH:19]=1. The catalyst is C(O)(=O)C.C(=O)(O)[O-].[Na+]. The product is [Cl:14][C:10]1[CH:9]=[C:8]([C:6]2[N:5]=[C:4]([CH2:15][CH3:16])[N:3]=[C:2]([NH:17][C:18]3[CH:25]=[CH:24][C:21]([CH2:22][OH:23])=[CH:20][CH:19]=3)[N:7]=2)[CH:13]=[CH:12][CH:11]=1. The yield is 0.160. (3) The reactants are [CH3:1][C:2]1[CH:7]=[CH:6][C:5]([NH:8][C:9](=[O:20])[C:10]2[CH:15]=[CH:14][CH:13]=[C:12]([C:16]([F:19])([F:18])[F:17])[CH:11]=2)=[CH:4][C:3]=1[N:21]1[C:30](=[O:31])[C:29]2[C:24](=[N:25][C:26]([S:32][CH3:33])=[N:27][CH:28]=2)[N:23]([CH3:34])[C:22]1=[O:35].CN(C=[O:40])C.ClC1C=C(C=CC=1)C(OO)=O. The catalyst is C(Cl)(Cl)Cl. The product is [CH3:33][S:32]([C:26]1[N:25]=[C:24]2[N:23]([CH3:34])[C:22](=[O:35])[N:21]([C:3]3[CH:4]=[C:5]([NH:8][C:9](=[O:20])[C:10]4[CH:15]=[CH:14][CH:13]=[C:12]([C:16]([F:17])([F:18])[F:19])[CH:11]=4)[CH:6]=[CH:7][C:2]=3[CH3:1])[C:30](=[O:31])[C:29]2=[CH:28][N:27]=1)=[O:40]. The yield is 0.880. (4) The reactants are [C:1]([C:3]1[CH:8]=[CH:7][CH:6]=[CH:5][C:4]=1[C:9]1[CH:33]=[CH:32][C:12]([C:13]([NH:15][CH2:16][C:17]2[C:18]([CH2:23][NH:24]C(=O)OC(C)(C)C)=[N:19][CH:20]=[CH:21][CH:22]=2)=[O:14])=[C:11]([NH:34][CH2:35][CH2:36][C:37]2[CH:42]=[CH:41][CH:40]=[C:39]([F:43])[CH:38]=2)[N:10]=1)#[N:2].Cl. The catalyst is CO.O1CCOCC1. The product is [NH2:24][CH2:23][C:18]1[C:17]([CH2:16][NH:15][C:13](=[O:14])[C:12]2[CH:32]=[CH:33][C:9]([C:4]3[CH:5]=[CH:6][CH:7]=[CH:8][C:3]=3[C:1]#[N:2])=[N:10][C:11]=2[NH:34][CH2:35][CH2:36][C:37]2[CH:42]=[CH:41][CH:40]=[C:39]([F:43])[CH:38]=2)=[CH:22][CH:21]=[CH:20][N:19]=1. The yield is 0.890. (5) The reactants are COC1C=CC(C[N:8]([C:15]2[C:16]([F:35])=[C:17]([NH:22][C:23]([C:25]3[C:29]4[N:30]=[CH:31][N:32]=[C:33](Cl)[C:28]=4[NH:27][CH:26]=3)=[O:24])[C:18]([F:21])=[CH:19][CH:20]=2)[S:9]([CH2:12][CH2:13][CH3:14])(=[O:11])=[O:10])=CC=1.CN.[CH:40]([N:43](CC)C(C)C)(C)C. The catalyst is C1COCC1. The product is [F:35][C:16]1[C:15]([NH:8][S:9]([CH2:12][CH2:13][CH3:14])(=[O:11])=[O:10])=[CH:20][CH:19]=[C:18]([F:21])[C:17]=1[NH:22][C:23]([C:25]1[C:29]2[N:30]=[CH:31][N:32]=[C:33]([NH:43][CH3:40])[C:28]=2[NH:27][CH:26]=1)=[O:24]. The yield is 0.520. (6) The reactants are [H-].[Na+].[C:3]([CH2:6][C:7](=[O:9])[CH3:8])(=[O:5])[CH3:4].CCCCCC.C([Li])CCC.[CH2:21]([O:28][C:29]1[CH:36]=[CH:35][C:32]([CH2:33]I)=[CH:31][CH:30]=1)[C:22]1[CH:27]=[CH:26][CH:25]=[CH:24][CH:23]=1.Cl. The catalyst is C1COCC1.CN(C)P(=O)(N(C)C)N(C)C. The product is [CH2:21]([O:28][C:29]1[CH:30]=[CH:31][C:32]([CH2:33][CH2:8][C:7](=[O:9])[CH2:6][C:3](=[O:5])[CH3:4])=[CH:35][CH:36]=1)[C:22]1[CH:23]=[CH:24][CH:25]=[CH:26][CH:27]=1. The yield is 0.630.